From a dataset of Full USPTO retrosynthesis dataset with 1.9M reactions from patents (1976-2016). Predict the reactants needed to synthesize the given product. (1) The reactants are: [CH2:1]([N:3]1[C:7]2[CH:8]=[CH:9][CH:10]=[CH:11][C:6]=2[N:5]=[C:4]1[CH3:12])[CH3:2].[Se](=O)=[O:14]. Given the product [CH2:1]([N:3]1[C:7]2[CH:8]=[CH:9][CH:10]=[CH:11][C:6]=2[N:5]=[C:4]1[CH:12]=[O:14])[CH3:2], predict the reactants needed to synthesize it. (2) Given the product [OH:32][CH2:29][C:28]1[CH:27]=[CH:12][C:11]([C:2]2[CH:3]=[N:4][C:5]([O:8][CH2:9][CH:10]3[CH2:15][CH2:14][N:13]([C:16]([O:18][C:19]([CH3:22])([CH3:21])[CH3:20])=[O:17])[CH2:12][CH2:11]3)=[N:6][CH:7]=2)=[CH:10][CH:9]=1, predict the reactants needed to synthesize it. The reactants are: Br[C:2]1[CH:3]=[N:4][C:5]([O:8][CH2:9][CH:10]2[CH2:15][CH2:14][N:13]([C:16]([O:18][C:19]([CH3:22])([CH3:21])[CH3:20])=[O:17])[CH2:12][CH2:11]2)=[N:6][CH:7]=1.O1[CH2:28][CH2:27]OCC1.[C:29]([O-:32])([O-])=O.[K+].[K+].